Dataset: Peptide-MHC class II binding affinity with 134,281 pairs from IEDB. Task: Regression. Given a peptide amino acid sequence and an MHC pseudo amino acid sequence, predict their binding affinity value. This is MHC class II binding data. (1) The binding affinity (normalized) is 0.823. The MHC is HLA-DQA10102-DQB10602 with pseudo-sequence HLA-DQA10102-DQB10602. The peptide sequence is AAYATAGTTVYGAFA. (2) The MHC is DRB3_0202 with pseudo-sequence DRB3_0202. The peptide sequence is NAVSLCILTINAVASKK. The binding affinity (normalized) is 0.936. (3) The peptide sequence is ASYASPSLQTLIAVS. The MHC is DRB1_1101 with pseudo-sequence DRB1_1101. The binding affinity (normalized) is 0.489. (4) The peptide sequence is SYSMDHSKWGPMMCP. The MHC is DRB1_0101 with pseudo-sequence DRB1_0101. The binding affinity (normalized) is 0.200. (5) The peptide sequence is TDDNEEPIAPYHFDLSGHAF. The MHC is HLA-DQA10501-DQB10301 with pseudo-sequence HLA-DQA10501-DQB10301. The binding affinity (normalized) is 0.623. (6) The peptide sequence is ISPNSVFSQWRVVCDSLEDYD. The MHC is DRB1_0101 with pseudo-sequence DRB1_0101. The binding affinity (normalized) is 0.316. (7) The MHC is DRB1_0901 with pseudo-sequence DRB1_0901. The peptide sequence is AFNVENGNATPQLTK. The binding affinity (normalized) is 0.338.